This data is from Forward reaction prediction with 1.9M reactions from USPTO patents (1976-2016). The task is: Predict the product of the given reaction. (1) Given the reactants Cl.[CH3:2][O:3][C:4]1[CH:5]=[C:6]2[C:10](=[CH:11][CH:12]=1)[NH:9][N:8]=[C:7]2[C:13]([NH:15][CH2:16][CH:17]1[CH2:22][CH2:21][NH:20][CH2:19][CH2:18]1)=[O:14].C(=O)([O-])[O-].[K+].[K+].Cl[CH2:30][C:31]1[S:32][CH:33]=[C:34]([C:36]([O:38][CH3:39])=[O:37])[N:35]=1, predict the reaction product. The product is: [CH3:2][O:3][C:4]1[CH:5]=[C:6]2[C:10](=[CH:11][CH:12]=1)[NH:9][N:8]=[C:7]2[C:13]([NH:15][CH2:16][CH:17]1[CH2:22][CH2:21][N:20]([CH2:30][C:31]2[S:32][CH:33]=[C:34]([C:36]([O:38][CH3:39])=[O:37])[N:35]=2)[CH2:19][CH2:18]1)=[O:14]. (2) Given the reactants [Cl:1][C:2]1[C:9]([CH3:10])=[CH:8][C:5]([C:6]#[N:7])=[CH:4][C:3]=1[C:11]([C:13]1[NH:14][C:15](=[O:23])[NH:16][C:17](=[O:22])[C:18]=1[CH:19]([CH3:21])[CH3:20])=[O:12].C(=O)([O-])[O-].[K+].[K+].I[CH2:31][CH3:32], predict the reaction product. The product is: [Cl:1][C:2]1[C:9]([CH3:10])=[CH:8][C:5]([C:6]#[N:7])=[CH:4][C:3]=1[C:11]([C:13]1[N:14]([CH2:31][CH3:32])[C:15](=[O:23])[NH:16][C:17](=[O:22])[C:18]=1[CH:19]([CH3:20])[CH3:21])=[O:12]. (3) The product is: [CH3:14][O:15][C:16]1[CH:21]=[CH:20][C:19]([CH2:22][NH:23][C:2]2[N:7]=[C:6]([C:8]3[CH:13]=[CH:12][CH:11]=[CH:10][N:9]=3)[CH:5]=[CH:4][CH:3]=2)=[CH:18][CH:17]=1. Given the reactants Cl[C:2]1[N:7]=[C:6]([C:8]2[CH:13]=[CH:12][CH:11]=[CH:10][N:9]=2)[CH:5]=[CH:4][CH:3]=1.[CH3:14][O:15][C:16]1[CH:21]=[CH:20][C:19]([CH2:22][NH2:23])=[CH:18][CH:17]=1, predict the reaction product.